This data is from Forward reaction prediction with 1.9M reactions from USPTO patents (1976-2016). The task is: Predict the product of the given reaction. (1) Given the reactants C([O-])=O.[NH4+].C([NH:12][C@H:13]1[CH2:18][CH2:17][N:16]([C:19]([O:21][C:22]([CH3:25])([CH3:24])[CH3:23])=[O:20])[CH2:15][C@H:14]1[O:26][CH2:27][C:28]1[CH:33]=[CH:32][CH:31]=[CH:30][CH:29]=1)C1C=CC=CC=1, predict the reaction product. The product is: [NH2:12][C@H:13]1[CH2:18][CH2:17][N:16]([C:19]([O:21][C:22]([CH3:25])([CH3:24])[CH3:23])=[O:20])[CH2:15][C@H:14]1[O:26][CH2:27][C:28]1[CH:29]=[CH:30][CH:31]=[CH:32][CH:33]=1. (2) Given the reactants [NH:1]1[CH2:6][CH2:5][CH:4]([C:7]2[CH:12]=[CH:11][CH:10]=[CH:9][C:8]=2[OH:13])[CH2:3][CH2:2]1.C([O-])(O)=O.[Na+].[O:19](C(OC(C)(C)C)=O)[C:20]([O:22][C:23]([CH3:26])([CH3:25])[CH3:24])=O.C(Cl)Cl, predict the reaction product. The product is: [C:23]([O:22][C:20]([N:1]1[CH2:6][CH2:5][CH:4]([C:7]2[CH:12]=[CH:11][CH:10]=[CH:9][C:8]=2[OH:13])[CH2:3][CH2:2]1)=[O:19])([CH3:26])([CH3:25])[CH3:24]. (3) Given the reactants C1(P(C2C=CC=CC=2)C2C=CC=CC=2)C=CC=CC=1.[CH3:20][C:21]1([CH3:28])[O:25][C@H:24]([CH2:26][OH:27])[CH2:23][O:22]1.[F:29][C:30]1[CH:35]=[C:34](O)[CH:33]=[C:32]([F:37])[C:31]=1[C:38]1[N:43]=[C:42]([C:44]([NH:46][C:47]2[CH:48]=[N:49][CH:50]=[CH:51][C:52]=2[C@@H:53]2[CH2:58][C@H:57]([CH3:59])[CH2:56][C@H:55]([NH:60][C:61](=[O:67])[O:62][C:63]([CH3:66])([CH3:65])[CH3:64])[CH2:54]2)=[O:45])[CH:41]=[CH:40][C:39]=1[F:68].CC(OC(/N=N/C(OC(C)C)=O)=O)C, predict the reaction product. The product is: [CH3:20][C:21]1([CH3:28])[O:25][C@H:24]([CH2:26][O:27][C:34]2[CH:33]=[C:32]([F:37])[C:31]([C:38]3[N:43]=[C:42]([C:44]([NH:46][C:47]4[CH:48]=[N:49][CH:50]=[CH:51][C:52]=4[C@@H:53]4[CH2:58][C@H:57]([CH3:59])[CH2:56][C@H:55]([NH:60][C:61](=[O:67])[O:62][C:63]([CH3:64])([CH3:66])[CH3:65])[CH2:54]4)=[O:45])[CH:41]=[CH:40][C:39]=3[F:68])=[C:30]([F:29])[CH:35]=2)[CH2:23][O:22]1. (4) Given the reactants [F:1][CH:2]([F:12])[C:3]1[C:7]([C:8](Cl)=[O:9])=[CH:6][N:5]([CH3:11])[N:4]=1.[Cl:13][C:14]1[CH:19]=[C:18]([Cl:20])[CH:17]=[CH:16][C:15]=1[CH:21]([O:25][CH3:26])[CH:22]([NH2:24])[CH3:23].C(N(CC)CC)C, predict the reaction product. The product is: [Cl:13][C:14]1[CH:19]=[C:18]([Cl:20])[CH:17]=[CH:16][C:15]=1[CH:21]([O:25][CH3:26])[CH:22]([NH:24][C:8]([C:7]1[C:3]([CH:2]([F:12])[F:1])=[N:4][N:5]([CH3:11])[CH:6]=1)=[O:9])[CH3:23]. (5) Given the reactants [F:1][C:2]1[CH:7]=[CH:6][C:5]([O:8][C:9](=[O:34])[N:10]([C@H:13]2[C@H:17]([C:18]3[CH:23]=[CH:22][C:21]([Cl:24])=[C:20]([Cl:25])[CH:19]=3)[CH2:16][N:15]([C:26]([CH:28]3[CH2:33][CH2:32][NH:31][CH2:30][CH2:29]3)=[O:27])[CH2:14]2)[CH2:11][CH3:12])=[CH:4][CH:3]=1.[C:35]([C:38]1[CH:39]=[CH:40][C:41](Br)=[N:42][CH:43]=1)(=[O:37])[CH3:36], predict the reaction product. The product is: [F:1][C:2]1[CH:7]=[CH:6][C:5]([O:8][C:9](=[O:34])[N:10]([C@H:13]2[C@H:17]([C:18]3[CH:23]=[CH:22][C:21]([Cl:24])=[C:20]([Cl:25])[CH:19]=3)[CH2:16][N:15]([C:26]([CH:28]3[CH2:33][CH2:32][N:31]([C:41]4[CH:40]=[CH:39][C:38]([C:35](=[O:37])[CH3:36])=[CH:43][N:42]=4)[CH2:30][CH2:29]3)=[O:27])[CH2:14]2)[CH2:11][CH3:12])=[CH:4][CH:3]=1. (6) Given the reactants C(OC([NH:8][CH2:9][CH2:10][CH2:11][C:12]1[C:20]2[C:15](=[CH:16][CH:17]=[C:18]([C:21]3[CH:26]=[CH:25][CH:24]=[CH:23][C:22]=3[F:27])[CH:19]=2)[NH:14][C:13]=1[C:28]([OH:30])=[O:29])=O)(C)(C)C.[ClH:31].C(OCC)C, predict the reaction product. The product is: [ClH:31].[NH2:8][CH2:9][CH2:10][CH2:11][C:12]1[C:20]2[C:15](=[CH:16][CH:17]=[C:18]([C:21]3[CH:26]=[CH:25][CH:24]=[CH:23][C:22]=3[F:27])[CH:19]=2)[NH:14][C:13]=1[C:28]([OH:30])=[O:29]. (7) Given the reactants [CH2:1]([O:3][C:4]([C:6]1[CH:14]=[C:13]2[C:9]([C:10]([CH:18]=[O:19])=[C:11]([CH:15]([CH3:17])[CH3:16])[NH:12]2)=[CH:8][CH:7]=1)=[O:5])[CH3:2].C([O-])([O-])=O.[K+].[K+].Br[CH2:27][C:28]1[CH:33]=[CH:32][CH:31]=[CH:30][N:29]=1, predict the reaction product. The product is: [CH2:1]([O:3][C:4]([C:6]1[CH:14]=[C:13]2[C:9]([C:10]([CH:18]=[O:19])=[C:11]([CH:15]([CH3:16])[CH3:17])[N:12]2[CH2:27][C:28]2[CH:33]=[CH:32][CH:31]=[CH:30][N:29]=2)=[CH:8][CH:7]=1)=[O:5])[CH3:2]. (8) Given the reactants [OH:1][C:2]1[CH:10]=[CH:9][CH:8]=[C:7]([O:11][CH3:12])[C:3]=1[C:4]([OH:6])=O.C(N(C(C)C)C(C)C)C.CN(C(ON1N=NC2C=CC=CC1=2)=[N+](C)C)C.F[P-](F)(F)(F)(F)F.[CH2:46]([O:53][C:54]1[CH:59]=[C:58]([NH:60][C:61]2[N:66]=[C:65]([N:67]3[CH2:72][C@@H:71]([NH:73][C:74]([O:76][C:77]([CH3:80])([CH3:79])[CH3:78])=[O:75])[CH2:70][C@@H:69]([NH:81][C:82]([O:84][C:85]([CH3:88])([CH3:87])[CH3:86])=[O:83])[CH2:68]3)[N:64]=[C:63]([N:89]3[CH2:94][C@@H:93]([NH:95][C:96]([O:98][C:99]([CH3:102])([CH3:101])[CH3:100])=[O:97])[CH2:92][C@@H:91]([NH:103][C:104]([O:106][C:107]([CH3:110])([CH3:109])[CH3:108])=[O:105])[CH2:90]3)[N:62]=2)[CH:57]=[CH:56][C:55]=1[NH2:111])[C:47]1[CH:52]=[CH:51][CH:50]=[CH:49][CH:48]=1, predict the reaction product. The product is: [CH2:46]([O:53][C:54]1[CH:59]=[C:58]([NH:60][C:61]2[N:66]=[C:65]([N:67]3[CH2:72][C@@H:71]([NH:73][C:74]([O:76][C:77]([CH3:78])([CH3:79])[CH3:80])=[O:75])[CH2:70][C@@H:69]([NH:81][C:82]([O:84][C:85]([CH3:88])([CH3:87])[CH3:86])=[O:83])[CH2:68]3)[N:64]=[C:63]([N:89]3[CH2:90][C@@H:91]([NH:103][C:104]([O:106][C:107]([CH3:110])([CH3:109])[CH3:108])=[O:105])[CH2:92][C@@H:93]([NH:95][C:96]([O:98][C:99]([CH3:102])([CH3:101])[CH3:100])=[O:97])[CH2:94]3)[N:62]=2)[CH:57]=[CH:56][C:55]=1[NH:111][C:4](=[O:6])[C:3]1[C:7]([O:11][CH3:12])=[CH:8][CH:9]=[CH:10][C:2]=1[OH:1])[C:47]1[CH:48]=[CH:49][CH:50]=[CH:51][CH:52]=1. (9) Given the reactants [CH:1]([C:4]1[CH:15]=[CH:14][CH:13]=[CH:12][C:5]=1[O:6][CH2:7][CH2:8][C:9]([OH:11])=O)([CH3:3])[CH3:2].C(Cl)(=O)C(Cl)=O.[Cl-].[Al+3].[Cl-].[Cl-].Cl, predict the reaction product. The product is: [CH:1]([C:4]1[CH:15]=[CH:14][CH:13]=[C:12]2[C:5]=1[O:6][CH2:7][CH2:8][C:9]2=[O:11])([CH3:2])[CH3:3]. (10) Given the reactants [C:1]([C:3]([C:13]1[C:22]2[C:17](=[CH:18][CH:19]=[C:20]([O:23][CH3:24])[CH:21]=2)[CH:16]=[CH:15][CH:14]=1)([CH2:8][C:9]([O:11][CH3:12])=[O:10])C(OC)=O)#[N:2].[Br-].[Li+].O, predict the reaction product. The product is: [C:1]([CH:3]([C:13]1[C:22]2[C:17](=[CH:18][CH:19]=[C:20]([O:23][CH3:24])[CH:21]=2)[CH:16]=[CH:15][CH:14]=1)[CH2:8][C:9]([O:11][CH3:12])=[O:10])#[N:2].